Dataset: Full USPTO retrosynthesis dataset with 1.9M reactions from patents (1976-2016). Task: Predict the reactants needed to synthesize the given product. (1) Given the product [C:17]([O:16][C:14]([N:21]1[CH2:26][CH2:25][N:24]([C:2]2[CH:7]=[C:6]([CH:8]3[CH2:12][CH2:11][O:10][CH2:9]3)[N:5]=[C:4]([NH2:13])[N:3]=2)[CH2:23][CH2:22]1)=[O:15])([CH3:20])([CH3:18])[CH3:19], predict the reactants needed to synthesize it. The reactants are: Cl[C:2]1[CH:7]=[C:6]([CH:8]2[CH2:12][CH2:11][O:10][CH2:9]2)[N:5]=[C:4]([NH2:13])[N:3]=1.[C:14]([N:21]1[CH2:26][CH2:25][NH:24][CH2:23][CH2:22]1)([O:16][C:17]([CH3:20])([CH3:19])[CH3:18])=[O:15].N1C=CC=CC=1. (2) Given the product [CH:7]1[C:8]2[C:13](=[CH:12][CH:11]=[CH:10][CH:9]=2)[CH:14]=[CH:15][C:6]=1[OH:5], predict the reactants needed to synthesize it. The reactants are: C(N(CC)C(=O)[O:5][C:6]1[CH:15]=[CH:14][C:13]2[C:8](=[CH:9][CH:10]=[CH:11][CH:12]=2)[CH:7]=1)C. (3) Given the product [F:1][C:2]1[CH:28]=[CH:27][CH:26]=[C:25]([F:29])[C:3]=1[C:4]([NH:6][C:7]1[S:8][C:9]([C:15]2[CH:20]=[CH:19][CH:18]=[C:17]([C:21]([F:22])([F:23])[F:24])[CH:16]=2)=[C:10]([CH:12]([CH3:13])[CH3:14])[N:11]=1)=[O:5], predict the reactants needed to synthesize it. The reactants are: [F:1][C:2]1[CH:28]=[CH:27][CH:26]=[C:25]([F:29])[C:3]=1[C:4]([NH:6][C:7]1[S:8][C:9]([C:15]2[CH:20]=[CH:19][CH:18]=[C:17]([C:21]([F:24])([F:23])[F:22])[CH:16]=2)=[C:10]([C:12]([CH3:14])=[CH2:13])[N:11]=1)=[O:5].[H][H]. (4) Given the product [Cl:1][C:2]1[CH:7]=[CH:6][N:5]=[CH:4][C:3]=1[CH2:8][N:10]1[CH2:11][CH2:12][O:13][CH2:14][CH2:15]1, predict the reactants needed to synthesize it. The reactants are: [Cl:1][C:2]1[CH:7]=[CH:6][N:5]=[CH:4][C:3]=1[C:8]([N:10]1[CH2:15][CH2:14][O:13][CH2:12][CH2:11]1)=O.CO. (5) Given the product [CH3:1]/[C:2](/[CH2:13][CH2:14][CH:15]=[C:16]([CH3:18])[CH3:17])=[CH:3]\[CH2:4][O:5][C:6](=[O:12])[CH2:7][CH2:8][C:9]([O-:11])=[O:10].[OH:20][CH2:21][CH2:22][N+:23]([CH3:26])([CH3:25])[CH3:24], predict the reactants needed to synthesize it. The reactants are: [CH3:1]/[C:2](/[CH2:13][CH2:14][CH:15]=[C:16]([CH3:18])[CH3:17])=[CH:3]\[CH2:4][O:5][C:6](=[O:12])[CH2:7][CH2:8][C:9]([OH:11])=[O:10].[OH-].[OH:20][CH2:21][CH2:22][N+:23]([CH3:26])([CH3:25])[CH3:24]. (6) Given the product [C:25]1([C:35]([NH:15][C@H:9]2[C:8]3[C:12](=[CH:13][CH:14]=[C:6]([C:4]([O:3][CH3:2])=[O:5])[CH:7]=3)[CH2:11][CH2:10]2)=[O:36])[C:34]2[C:29](=[CH:30][CH:31]=[CH:32][CH:33]=2)[CH:28]=[CH:27][CH:26]=1, predict the reactants needed to synthesize it. The reactants are: Cl.[CH3:2][O:3][C:4]([C:6]1[CH:7]=[C:8]2[C:12](=[CH:13][CH:14]=1)[CH2:11][CH2:10][C@H:9]2[NH2:15])=[O:5].CCN(C(C)C)C(C)C.[C:25]1([C:35](Cl)=[O:36])[C:34]2[C:29](=[CH:30][CH:31]=[CH:32][CH:33]=2)[CH:28]=[CH:27][CH:26]=1. (7) Given the product [Cl:18][C:19]1[CH:24]=[CH:23][C:22]([S:25]([NH:1][C@H:2]2[CH2:7][CH2:6][CH2:5][CH2:4][C@H:3]2[C:8]([NH2:10])=[O:9])(=[O:27])=[O:26])=[CH:21][CH:20]=1, predict the reactants needed to synthesize it. The reactants are: [NH2:1][C@H:2]1[CH2:7][CH2:6][CH2:5][CH2:4][C@H:3]1[C:8]([NH2:10])=[O:9].C(N(CC)CC)C.[Cl:18][C:19]1[CH:24]=[CH:23][C:22]([S:25](Cl)(=[O:27])=[O:26])=[CH:21][CH:20]=1. (8) Given the product [F:1][C:2]1[CH:3]=[CH:4][C:5]([C:8]2[C:9]([C:14]([N:17]3[CH2:22][CH2:21][CH2:20][CH2:19][CH:18]3[CH2:23][C:24]3[O:32][C:31]4[C:26](=[N:27][CH:28]=[CH:29][CH:30]=4)[CH:25]=3)=[O:16])=[N:10][N:11]([CH3:13])[CH:12]=2)=[CH:6][CH:7]=1, predict the reactants needed to synthesize it. The reactants are: [F:1][C:2]1[CH:7]=[CH:6][C:5]([C:8]2[C:9]([C:14]([OH:16])=O)=[N:10][N:11]([CH3:13])[CH:12]=2)=[CH:4][CH:3]=1.[NH:17]1[CH2:22][CH2:21][CH2:20][CH2:19][CH:18]1[CH2:23][C:24]1[O:32][C:31]2[C:26](=[N:27][CH:28]=[CH:29][CH:30]=2)[CH:25]=1. (9) Given the product [F:23][C:10]1[C:9]2[O:8][C:5]3[C:4]([C@@:15]4([CH2:20][CH2:19][O:18][C:17]([NH2:21])=[N:16]4)[C:14]=2[CH:13]=[C:12]([C:38]2[CH:37]=[CH:36][N:35]=[C:34]([F:33])[CH:39]=2)[N:11]=1)=[CH:3][C:2]([C:26]1[CH:25]=[N:24][CH:29]=[CH:28][CH:27]=1)=[CH:7][CH:6]=3, predict the reactants needed to synthesize it. The reactants are: Br[C:2]1[CH:3]=[C:4]2[C@@:15]3([CH2:20][CH2:19][O:18][C:17]([NH2:21])=[N:16]3)[C:14]3[CH:13]=[C:12](Cl)[N:11]=[C:10]([F:23])[C:9]=3[O:8][C:5]2=[CH:6][CH:7]=1.[N:24]1[CH:29]=[CH:28][CH:27]=[C:26](B(O)O)[CH:25]=1.[F:33][C:34]1[CH:39]=[C:38](B(O)O)[CH:37]=[CH:36][N:35]=1.